Dataset: Full USPTO retrosynthesis dataset with 1.9M reactions from patents (1976-2016). Task: Predict the reactants needed to synthesize the given product. (1) Given the product [Br-:2].[C:9]([C:4]1[C:3]([Zn+:1])=[CH:8][CH:7]=[CH:6][N:5]=1)#[N:10], predict the reactants needed to synthesize it. The reactants are: [Zn:1].[Br:2][C:3]1[C:4]([C:9]#[N:10])=[N:5][CH:6]=[CH:7][CH:8]=1. (2) Given the product [NH2:28][C:17]1[C:18]([NH:19][C@H:20]2[CH2:21][CH2:22][C@H:23]([C:26]#[N:27])[CH2:24][CH2:25]2)=[C:13]2[CH:12]=[CH:11][N:10]([S:7]([C:1]3[CH:6]=[CH:5][CH:4]=[CH:3][CH:2]=3)(=[O:9])=[O:8])[C:14]2=[N:15][CH:16]=1, predict the reactants needed to synthesize it. The reactants are: [C:1]1([S:7]([N:10]2[C:14]3=[N:15][CH:16]=[C:17]([N+:28]([O-])=O)[C:18]([NH:19][C@H:20]4[CH2:25][CH2:24][C@H:23]([C:26]#[N:27])[CH2:22][CH2:21]4)=[C:13]3[CH:12]=[CH:11]2)(=[O:9])=[O:8])[CH:6]=[CH:5][CH:4]=[CH:3][CH:2]=1.[Cl-].[NH4+]. (3) Given the product [C:21]([C:14]1[CH:15]=[CH:16][C:17]([O:58][CH2:57][C:54]2([NH:53][C:51]([O:50][CH2:43][C:44]3[CH:45]=[CH:46][CH:47]=[CH:48][CH:49]=3)=[O:52])[CH2:55][CH2:56]2)=[C:18]([O:62][CH3:61])[CH:19]=1)(=[O:23])[CH3:20], predict the reactants needed to synthesize it. The reactants are: [C:14]1(P([C:14]2[CH:19]=[CH:18][CH:17]=[CH:16][CH:15]=2)[C:14]2[CH:19]=[CH:18][CH:17]=[CH:16][CH:15]=2)[CH:19]=[CH:18][CH:17]=[CH:16][CH:15]=1.[CH3:20][CH:21]([O:23]C(/N=N/C(OC(C)C)=O)=O)C.CCN(C(C)C)C(C)C.[CH2:43]([O:50][C:51]([NH:53][C:54]1([CH2:57][OH:58])[CH2:56][CH2:55]1)=[O:52])[C:44]1[CH:49]=[CH:48][CH:47]=[CH:46][CH:45]=1.C1C[O:62][CH2:61]C1. (4) Given the product [CH2:10]([C:3]1[CH:4]=[CH:5][C:6]([O:8][CH3:9])=[CH:7][C:2]=1[F:1])[CH3:11], predict the reactants needed to synthesize it. The reactants are: [F:1][C:2]1[CH:7]=[C:6]([O:8][CH3:9])[CH:5]=[CH:4][C:3]=1[C:10](=O)[CH3:11].Cl.[H][H]. (5) Given the product [Br:1][C:2]1[CH:3]=[CH:4][C:5]([N:8]2[CH:12]=[C:11]([CH2:13][CH2:14][CH2:15][O:16][C:22]3[C:27]([CH3:28])=[CH:26][CH:25]=[CH:24][C:23]=3[CH2:29][C:30]([OH:32])=[O:31])[C:10]([C:17]([CH3:20])([CH3:19])[CH3:18])=[N:9]2)=[N:6][CH:7]=1, predict the reactants needed to synthesize it. The reactants are: [Br:1][C:2]1[CH:3]=[CH:4][C:5]([N:8]2[CH:12]=[C:11]([CH2:13][CH2:14][CH2:15][OH:16])[C:10]([C:17]([CH3:20])([CH3:19])[CH3:18])=[N:9]2)=[N:6][CH:7]=1.O[C:22]1[C:27]([CH3:28])=[CH:26][CH:25]=[CH:24][C:23]=1[CH2:29][C:30]([O:32]C)=[O:31].C(P(CCCC)CCCC)CCC.N(C(N1CCCCC1)=O)=NC(N1CCCCC1)=O. (6) Given the product [CH:1]1([N:6]2[C:15]3[N:14]=[C:13]([NH:16][C:17]4[CH:18]=[CH:19][C:20]([C:26]([OH:28])=[O:27])=[C:21]5[C:25]=4[O:24][CH2:23][CH2:22]5)[N:12]=[CH:11][C:10]=3[N:9]([CH3:30])[C:8](=[O:31])[C@H:7]2[CH2:32][CH3:33])[CH2:2][CH2:3][CH2:4][CH2:5]1, predict the reactants needed to synthesize it. The reactants are: [CH:1]1([N:6]2[C:15]3[N:14]=[C:13]([NH:16][C:17]4[CH:18]=[CH:19][C:20]([C:26]([O:28]C)=[O:27])=[C:21]5[C:25]=4[O:24][CH2:23][CH2:22]5)[N:12]=[CH:11][C:10]=3[N:9]([CH3:30])[C:8](=[O:31])[C@H:7]2[CH2:32][CH3:33])[CH2:5][CH2:4][CH2:3][CH2:2]1.O. (7) Given the product [CH2:18]([C@H:17]1[C@H:23]([CH3:24])[O:25][C:10](=[O:11])[C@@H:9]([NH:8][C:6](=[O:7])[O:5][C:1]([CH3:4])([CH3:3])[CH3:2])[CH2:13][O:14][CH2:15][C@@H:16]1[O:26][CH2:27][CH2:28][CH3:29])[CH2:19][CH:20]([CH3:22])[CH3:21], predict the reactants needed to synthesize it. The reactants are: [C:1]([O:5][C:6]([NH:8][C@@H:9]([CH2:13][O:14][CH2:15][C@H:16]([O:26][CH2:27][CH2:28][CH3:29])[C@H:17]([C@@H:23]([OH:25])[CH3:24])[CH2:18][CH2:19][CH:20]([CH3:22])[CH3:21])[C:10](O)=[O:11])=[O:7])([CH3:4])([CH3:3])[CH3:2].CC1C=CC=C([N+]([O-])=O)C=1C(OC(C1C([N+]([O-])=O)=CC=CC=1C)=O)=O. (8) Given the product [Cl:29][C:26]1[N:27]=[CH:28][C:23]([C:16]2[CH:17]=[CH:18][C:12]3[O:11][CH2:10][CH2:9][N:8]([C:6]([O:5][C:2]([CH3:4])([CH3:3])[CH3:1])=[O:7])[CH2:14][C:13]=3[CH:15]=2)=[CH:24][C:25]=1[NH:30][S:31]([CH3:34])(=[O:33])=[O:32], predict the reactants needed to synthesize it. The reactants are: [CH3:1][C:2]([O:5][C:6]([N:8]1[CH2:14][C:13]2[CH:15]=[C:16](B(O)O)[CH:17]=[CH:18][C:12]=2[O:11][CH2:10][CH2:9]1)=[O:7])([CH3:4])[CH3:3].Br[C:23]1[CH:24]=[C:25]([NH:30][S:31]([CH3:34])(=[O:33])=[O:32])[C:26]([Cl:29])=[N:27][CH:28]=1.C(=O)([O-])[O-].[K+].[K+]. (9) Given the product [CH3:12][C@H:9]1[N:8]([CH2:7][C:1]2[CH:6]=[CH:5][CH:4]=[CH:3][CH:2]=2)[C:21](=[O:22])[CH2:20][O:11][CH2:10]1, predict the reactants needed to synthesize it. The reactants are: [C:1]1([CH2:7][NH:8][C@H:9]([CH3:12])[CH2:10][OH:11])[CH:6]=[CH:5][CH:4]=[CH:3][CH:2]=1.C([O-])([O-])=O.[K+].[K+].Cl[CH2:20][C:21](Cl)=[O:22].[OH-].[Na+]. (10) The reactants are: [NH2:1][CH2:2][CH:3]([C:5]1[N:9]=[C:8]([NH:10][C:11](=[O:17])[O:12][C:13]([CH3:16])([CH3:15])[CH3:14])[S:7][N:6]=1)[CH3:4].C(N(CC)CC)C.[C:25](Cl)(=[O:29])[CH2:26][CH2:27][CH3:28]. Given the product [C:25]([NH:1][CH2:2][CH:3]([C:5]1[N:9]=[C:8]([NH:10][C:11](=[O:17])[O:12][C:13]([CH3:16])([CH3:15])[CH3:14])[S:7][N:6]=1)[CH3:4])(=[O:29])[CH2:26][CH2:27][CH3:28], predict the reactants needed to synthesize it.